Task: Predict the product of the given reaction.. Dataset: Forward reaction prediction with 1.9M reactions from USPTO patents (1976-2016) (1) Given the reactants [C:1]([C:3]1[CH:8]=[CH:7][C:6]([C:9]2[CH:14]=[C:13]([C:15]([F:18])([F:17])[F:16])[CH:12]=[C:11]([C@H:19]([O:21][CH2:22][C:23]3([C:36]4[CH:41]=[CH:40][CH:39]=[CH:38][CH:37]=4)[CH2:28][CH2:27][N:26](C(OC(C)(C)C)=O)[CH2:25][CH2:24]3)[CH3:20])[CH:10]=2)=[CH:5][CH:4]=1)#[N:2], predict the reaction product. The product is: [C:36]1([C:23]2([CH2:22][O:21][C@@H:19]([C:11]3[CH:10]=[C:9]([C:6]4[CH:5]=[CH:4][C:3]([C:1]#[N:2])=[CH:8][CH:7]=4)[CH:14]=[C:13]([C:15]([F:17])([F:18])[F:16])[CH:12]=3)[CH3:20])[CH2:28][CH2:27][NH:26][CH2:25][CH2:24]2)[CH:37]=[CH:38][CH:39]=[CH:40][CH:41]=1. (2) Given the reactants [CH:1]1([CH:4]([NH:8]S(C(C)(C)C)=O)[CH:5]([F:7])[F:6])[CH2:3][CH2:2]1.[ClH:15].O1CCOCC1, predict the reaction product. The product is: [Cl-:15].[CH:1]1([CH:4]([NH3+:8])[CH:5]([F:7])[F:6])[CH2:3][CH2:2]1. (3) Given the reactants [SH:1][CH2:2][C:3]([O:5][CH2:6][CH3:7])=[O:4].Cl[C:9]([C:19]([F:22])([F:21])[F:20])=[C:10]([C:13]1[CH:18]=[CH:17][CH:16]=[CH:15][CH:14]=1)[CH:11]=O, predict the reaction product. The product is: [CH2:6]([O:5][C:3]([C:2]1[S:1][C:9]([C:19]([F:20])([F:22])[F:21])=[C:10]([C:13]2[CH:18]=[CH:17][CH:16]=[CH:15][CH:14]=2)[CH:11]=1)=[O:4])[CH3:7]. (4) The product is: [CH3:25][O:26][C:27]1[CH:34]=[CH:33][C:30]([CH2:31][N:1]2[C:9]3[C:4](=[CH:5][CH:6]=[C:7]([CH2:10][C:11]4[CH:12]=[C:13]([CH:18]=[CH:19][CH:20]=4)[C:14]([OH:16])=[O:15])[CH:8]=3)[CH:3]=[CH:2]2)=[CH:29][CH:28]=1. Given the reactants [NH:1]1[C:9]2[C:4](=[CH:5][CH:6]=[C:7]([CH2:10][C:11]3[CH:12]=[C:13]([CH:18]=[CH:19][CH:20]=3)[C:14]([O:16]C)=[O:15])[CH:8]=2)[CH:3]=[CH:2]1.[H-].[Na+].N#N.[CH3:25][O:26][C:27]1[CH:34]=[CH:33][C:30]([CH2:31]Br)=[CH:29][CH:28]=1, predict the reaction product. (5) Given the reactants [N:1]1([C:7]2[CH:15]=[C:14]3[C:10]([CH:11]=[CH:12][NH:13]3)=[CH:9][CH:8]=2)[CH2:6][CH2:5][NH:4][CH2:3][CH2:2]1.Cl[CH2:17][CH2:18][N:19]1[C:23]2[CH:24]=[CH:25][CH:26]=[CH:27][C:22]=2[N:21]([C:28]2[CH2:33][CH2:32][CH2:31][CH2:30][CH:29]=2)[C:20]1=[O:34], predict the reaction product. The product is: [C:28]1([N:21]2[C:22]3[CH:27]=[CH:26][CH:25]=[CH:24][C:23]=3[N:19]([CH2:18][CH2:17][N:4]3[CH2:5][CH2:6][N:1]([C:7]4[CH:15]=[C:14]5[C:10]([CH:11]=[CH:12][NH:13]5)=[CH:9][CH:8]=4)[CH2:2][CH2:3]3)[C:20]2=[O:34])[CH2:33][CH2:32][CH2:31][CH2:30][CH:29]=1. (6) The product is: [C:18]1([CH:7]([NH:8][C:9]([N:41]2[CH2:40][CH2:39][N:38]([C:30]3[N:29]=[C:28]([NH:27][CH2:24][CH:25]=[CH2:26])[N:33]=[C:32]([NH:34][CH2:35][CH:36]=[CH2:37])[N:31]=3)[CH2:43][CH2:42]2)=[O:11])[C:1]2[CH:2]=[CH:3][CH:4]=[CH:5][CH:6]=2)[CH:19]=[CH:20][CH:21]=[CH:22][CH:23]=1. Given the reactants [C:1]1([CH:7]([C:18]2[CH:23]=[CH:22][CH:21]=[CH:20][CH:19]=2)[N:8](C2C=CC=CC=2)[C:9](=[O:11])[O-])[CH:6]=[CH:5][CH:4]=[CH:3][CH:2]=1.[CH2:24]([NH:27][C:28]1[N:33]=[C:32]([NH:34][CH2:35][CH:36]=[CH2:37])[N:31]=[C:30]([N:38]2[CH2:43][CH2:42][NH:41][CH2:40][CH2:39]2)[N:29]=1)[CH:25]=[CH2:26].C1CCN2C(=NCCC2)CC1, predict the reaction product. (7) Given the reactants [F:1][CH2:2][CH2:3][N:4]1[CH:8]=[CH:7][C:6]([C:9]([O:11]CC)=[O:10])=[N:5]1.[OH-].[Na+], predict the reaction product. The product is: [F:1][CH2:2][CH2:3][N:4]1[CH:8]=[CH:7][C:6]([C:9]([OH:11])=[O:10])=[N:5]1.